Dataset: Forward reaction prediction with 1.9M reactions from USPTO patents (1976-2016). Task: Predict the product of the given reaction. (1) Given the reactants [F:1][CH:2]([F:36])[CH2:3][O:4][C:5]1[CH:10]=[CH:9][C:8]([S:11]([CH3:14])(=[O:13])=[O:12])=[CH:7][C:6]=1[C:15]1[C:16]2[N:17]([N:21]=[C:22]([NH:24][C:25]3[CH:35]=[CH:34][C:28]4[CH2:29][CH2:30][NH:31][CH2:32][CH2:33][C:27]=4[CH:26]=3)[N:23]=2)[CH:18]=[CH:19][CH:20]=1.Cl[CH2:38][C:39]([N:41]([CH3:43])[CH3:42])=[O:40], predict the reaction product. The product is: [F:36][CH:2]([F:1])[CH2:3][O:4][C:5]1[CH:10]=[CH:9][C:8]([S:11]([CH3:14])(=[O:13])=[O:12])=[CH:7][C:6]=1[C:15]1[C:16]2[N:17]([N:21]=[C:22]([NH:24][C:25]3[CH:35]=[CH:34][C:28]4[CH2:29][CH2:30][N:31]([CH2:38][C:39]([N:41]([CH3:43])[CH3:42])=[O:40])[CH2:32][CH2:33][C:27]=4[CH:26]=3)[N:23]=2)[CH:18]=[CH:19][CH:20]=1. (2) Given the reactants [CH2:1]([O:8][C:9]1[CH:14]=[CH:13][C:12]([C:15]2[C:19]([C:20]3[CH:25]=[CH:24][N:23]=[CH:22][CH:21]=3)=[CH:18][NH:17][N:16]=2)=[CH:11][CH:10]=1)C1C=CC=CC=1.[CH3:26][N:27]1[C:31]2[CH:32]=[CH:33][CH:34]=[CH:35][C:30]=2[N:29]=[C:28]1COC1C=CC(C(=O)CC2C=CN=CC=2)=CC=1, predict the reaction product. The product is: [CH3:26][N:27]1[C:31]2[CH:32]=[CH:33][CH:34]=[CH:35][C:30]=2[N:29]=[C:28]1[CH2:1][O:8][C:9]1[CH:10]=[CH:11][C:12]([C:15]2[C:19]([C:20]3[CH:25]=[CH:24][N:23]=[CH:22][CH:21]=3)=[CH:18][NH:17][N:16]=2)=[CH:13][CH:14]=1. (3) Given the reactants [CH3:1][C@@:2]12[C@H:12]3[C:13]([CH2:15][C@:16]4([CH3:22])[C:20](=[O:21])[CH2:19][CH2:18][C@H:17]4[C@@H:11]3[CH2:10][CH2:9][C:8]1=[CH:7][C:5](=[O:6])[CH2:4][CH2:3]2)=[O:14], predict the reaction product. The product is: [CH3:22][C@:16]12[CH2:15][C:13](=[O:14])[C@H:12]3[C@@H:11]([CH:10]=[CH:9][C:8]4[C@:2]3([CH3:1])[CH2:3][CH2:4][C:5](=[O:6])[CH:7]=4)[C@@H:17]1[CH2:18][CH2:19][C:20]2=[O:21]. (4) Given the reactants [CH2:1]([N:8]=[N+:9]=[N-:10])[C:2]1[CH:7]=[CH:6][CH:5]=[CH:4][CH:3]=1.[OH:11][CH:12]([C@@H:15]1[C@@:19]2([CH3:50])[CH2:20][C@@H:21]([O:46][CH2:47][O:48][CH3:49])[CH:22]3[C@:35]45[C@@:26]([O:42]COC)([CH2:27][C@@H:28]([O:38][CH2:39][O:40][CH3:41])[CH2:29][C@H:30]4[O:31][C:32]([CH3:37])([CH3:36])[O:33][CH2:34]5)[CH2:25][CH2:24][CH:23]3[C@@:18]2([OH:51])[CH2:17][CH2:16]1)[C:13]#[CH:14].O=[C:53]1[O:59][C@H:58]([C@H](CO)O)C([O-])=C1O.[Na+], predict the reaction product. The product is: [CH2:1]([N:8]1[CH:14]=[C:13]([CH:12]([OH:11])[C@@H:15]2[C@@:19]3([CH3:50])[CH2:20][C@@H:21]([O:46][CH2:47][O:48][CH3:49])[CH:22]4[C@:35]56[C@@:26]([OH:42])([CH2:27][C@@H:28]([O:38][CH2:39][O:40][CH3:41])[CH2:29][C@H:30]5[O:31][C:32]([CH3:37])([CH3:36])[O:33][CH2:34]6)[CH2:25][CH2:24][CH:23]4[C@@:18]3([O:51][CH2:58][O:59][CH3:53])[CH2:17][CH2:16]2)[N:10]=[N:9]1)[C:2]1[CH:7]=[CH:6][CH:5]=[CH:4][CH:3]=1. (5) Given the reactants [N:1]1[C:6]([C:7](OC)=[O:8])=[CH:5][CH:4]=[CH:3][C:2]=1[C:11]([O:13][CH3:14])=[O:12].[BH4-].[Na+], predict the reaction product. The product is: [CH3:14][O:13][C:11]([C:2]1[CH:3]=[CH:4][CH:5]=[C:6]([CH2:7][OH:8])[N:1]=1)=[O:12]. (6) The product is: [Cl:1][C:2]1[CH:7]=[C:6]([C:8]2([C:10]([F:11])([F:12])[F:13])[O:44][N:43]=[C:42]([C:45]3[CH:56]=[CH:55][C:48]4[B:49]([OH:54])[O:50][C:51]([CH3:53])([CH3:52])[C:47]=4[CH:46]=3)[CH2:9]2)[CH:5]=[C:4]([C:14]([F:15])([F:16])[F:17])[CH:3]=1. Given the reactants [Cl:1][C:2]1[CH:7]=[C:6]([C:8]([C:10]([F:13])([F:12])[F:11])=[CH2:9])[CH:5]=[C:4]([C:14]([F:17])([F:16])[F:15])[CH:3]=1.ClC1C=C(C(C(F)(F)F)=C)C=C(Cl)C=1.ClC1C=C(C2(C(F)(F)F)[O:44][N:43]=[C:42]([C:45]3[CH:56]=[CH:55][C:48]4[B:49]([OH:54])[O:50][C:51]([CH3:53])([CH3:52])[C:47]=4[CH:46]=3)C2)C=C(Cl)C=1, predict the reaction product. (7) The product is: [Br:1][C:2]1[CH:7]=[CH:6][C:5]([C:8]2[N:9]=[CH:10][N:11]([CH3:26])[C:12]=2[C:13]2[S:25][C:16]3[N:17]=[CH:18][N:19]=[C:20]([NH2:34])[C:15]=3[CH:14]=2)=[CH:4][CH:3]=1. Given the reactants [Br:1][C:2]1[CH:7]=[CH:6][C:5]([C:8]2[N:9]=[CH:10][N:11]([CH3:26])[C:12]=2[C:13]2[S:25][C:16]3[N:17]=[CH:18][N:19]=[C:20](S(C)(=O)=O)[C:15]=3[CH:14]=2)=[CH:4][CH:3]=1.CC1([N:34]2C(C3SC4N=CN=C(S(C)(=O)=O)C=4C=3)=CN=C2)C=CC=CC1, predict the reaction product. (8) Given the reactants Cl.C[O:3][C:4](=[O:39])[C:5]1[CH:10]=[CH:9][C:8]([CH2:11][O:12][C:13]2[CH:18]=[CH:17][C:16]([CH2:19][C@H:20]([NH2:38])[C:21]3[N:22]([CH2:34][CH2:35][CH2:36][CH3:37])[CH:23]=[C:24]([C:26]4[CH:31]=[CH:30][C:29]([Cl:32])=[CH:28][C:27]=4[Cl:33])[N:25]=3)=[CH:15][CH:14]=2)=[CH:7][CH:6]=1.[C:40]1([CH2:46][C:47](O)=[O:48])[CH:45]=[CH:44][CH:43]=[CH:42][CH:41]=1, predict the reaction product. The product is: [CH2:34]([N:22]1[CH:23]=[C:24]([C:26]2[CH:31]=[CH:30][C:29]([Cl:32])=[CH:28][C:27]=2[Cl:33])[N:25]=[C:21]1[C@@H:20]([NH:38][C:47](=[O:48])[CH2:46][C:40]1[CH:45]=[CH:44][CH:43]=[CH:42][CH:41]=1)[CH2:19][C:16]1[CH:17]=[CH:18][C:13]([O:12][CH2:11][C:8]2[CH:7]=[CH:6][C:5]([C:4]([OH:3])=[O:39])=[CH:10][CH:9]=2)=[CH:14][CH:15]=1)[CH2:35][CH2:36][CH3:37]. (9) Given the reactants [CH3:1][O:2][C:3]1[CH:8]=[CH:7][C:6]([CH3:9])=[CH:5][C:4]=1[N:10]=[C:11]=[O:12].[CH2:13]([O:15][C:16]([CH:18]1[CH2:23][CH2:22][N:21]([C:24]2[CH:29]=[CH:28][C:27]([NH2:30])=[CH:26][CH:25]=2)[CH2:20][CH2:19]1)=[O:17])[CH3:14].CO, predict the reaction product. The product is: [CH2:13]([O:15][C:16]([CH:18]1[CH2:19][CH2:20][N:21]([C:24]2[CH:29]=[CH:28][C:27]([NH:30][C:11]([NH:10][C:4]3[CH:5]=[C:6]([CH3:9])[CH:7]=[CH:8][C:3]=3[O:2][CH3:1])=[O:12])=[CH:26][CH:25]=2)[CH2:22][CH2:23]1)=[O:17])[CH3:14].